This data is from Full USPTO retrosynthesis dataset with 1.9M reactions from patents (1976-2016). The task is: Predict the reactants needed to synthesize the given product. (1) The reactants are: [CH2:1]([C:3]1[CH:8]=[CH:7][C:6]([CH:9]2[CH2:14][N:13]([C:15]([N:17]3[CH2:22][CH2:21][O:20][CH2:19][CH2:18]3)=[O:16])[CH2:12][CH:11]([C:23]([OH:25])=O)[CH2:10]2)=[CH:5][CH:4]=1)[CH3:2].O[NH:27][C:28]([C:30]1[CH:35]=[CH:34][CH:33]=[C:32]([O:36][C:37]([F:40])([F:39])[F:38])[CH:31]=1)=[NH:29]. Given the product [CH2:1]([C:3]1[CH:8]=[CH:7][C:6]([CH:9]2[CH2:10][CH:11]([C:23]3[O:25][N:29]=[C:28]([C:30]4[CH:35]=[CH:34][CH:33]=[C:32]([O:36][C:37]([F:38])([F:39])[F:40])[CH:31]=4)[N:27]=3)[CH2:12][N:13]([C:15]([N:17]3[CH2:18][CH2:19][O:20][CH2:21][CH2:22]3)=[O:16])[CH2:14]2)=[CH:5][CH:4]=1)[CH3:2], predict the reactants needed to synthesize it. (2) Given the product [C:52]([C@H:27]([NH:26][C:92](=[O:93])[CH2:91][O:90][CH2:89][CH2:88][O:87][CH2:86][CH2:85][O:84][CH2:83][CH2:82][O:81][CH2:80][CH2:79][O:78][CH2:77][CH2:76][CH2:75][CH2:74][C@H:70]1[C@@H:69]2[C@H:61]([CH2:62][CH2:63][C@@:64]3([CH3:96])[C@H:68]2[CH2:67][CH2:66][C@@H:65]3[OH:95])[C:60]2[CH:59]=[CH:58][C:57]([OH:56])=[CH:73][C:72]=2[CH2:71]1)[C:28]([N:30]1[CH2:34][C@H:33]([OH:35])[CH2:32][C@H:31]1[C:36]([NH:38][CH2:39][C:40]1[CH:45]=[CH:44][C:43]([C:46]2[S:50][CH:49]=[N:48][C:47]=2[CH3:51])=[CH:42][CH:41]=1)=[O:37])=[O:29])([CH3:55])([CH3:54])[CH3:53], predict the reactants needed to synthesize it. The reactants are: CN(C(ON1N=NC2C=CC=NC1=2)=[N+](C)C)C.F[P-](F)(F)(F)(F)F.Cl.[NH2:26][C@@H:27]([C:52]([CH3:55])([CH3:54])[CH3:53])[C:28]([N:30]1[CH2:34][C@H:33]([OH:35])[CH2:32][C@H:31]1[C:36]([NH:38][CH2:39][C:40]1[CH:45]=[CH:44][C:43]([C:46]2[S:50][CH:49]=[N:48][C:47]=2[CH3:51])=[CH:42][CH:41]=1)=[O:37])=[O:29].[OH:56][C:57]1[CH:58]=[CH:59][C:60]2[C@@H:61]3[C@@H:69]([C@H:70]([CH2:74][CH2:75][CH2:76][CH2:77][O:78][CH2:79][CH2:80][O:81][CH2:82][CH2:83][O:84][CH2:85][CH2:86][O:87][CH2:88][CH2:89][O:90][CH2:91][C:92](O)=[O:93])[CH2:71][C:72]=2[CH:73]=1)[C@H:68]1[C@@:64]([CH3:96])([C@@H:65]([OH:95])[CH2:66][CH2:67]1)[CH2:63][CH2:62]3.CCN(C(C)C)C(C)C. (3) Given the product [CH3:11][C:4]1[C:5]2[C:6](=[CH:8][S:9][CH:10]=2)[N:7]=[C:2]([NH:13][C@H:14]2[CH2:18][CH2:17][N:16]([C:19](=[O:32])[CH2:20][C:21]3[CH:22]=[CH:23][C:24]([O:27][C:28]([F:29])([F:30])[F:31])=[CH:25][CH:26]=3)[CH2:15]2)[CH:3]=1, predict the reactants needed to synthesize it. The reactants are: Cl[C:2]1[CH:3]=[C:4]([CH3:11])[C:5]2[C:6](=[CH:8][S:9][CH:10]=2)[N:7]=1.Cl.[NH2:13][C@H:14]1[CH2:18][CH2:17][N:16]([C:19](=[O:32])[CH2:20][C:21]2[CH:26]=[CH:25][C:24]([O:27][C:28]([F:31])([F:30])[F:29])=[CH:23][CH:22]=2)[CH2:15]1.O1CCOCC1.CC(C)([O-])C.[Na+].